From a dataset of NCI-60 drug combinations with 297,098 pairs across 59 cell lines. Regression. Given two drug SMILES strings and cell line genomic features, predict the synergy score measuring deviation from expected non-interaction effect. (1) Drug 1: CC1C(C(=O)NC(C(=O)N2CCCC2C(=O)N(CC(=O)N(C(C(=O)O1)C(C)C)C)C)C(C)C)NC(=O)C3=C4C(=C(C=C3)C)OC5=C(C(=O)C(=C(C5=N4)C(=O)NC6C(OC(=O)C(N(C(=O)CN(C(=O)C7CCCN7C(=O)C(NC6=O)C(C)C)C)C)C(C)C)C)N)C. Drug 2: CC(C)CN1C=NC2=C1C3=CC=CC=C3N=C2N. Cell line: NCI-H322M. Synergy scores: CSS=4.74, Synergy_ZIP=-3.00, Synergy_Bliss=-3.34, Synergy_Loewe=-10.3, Synergy_HSA=-4.70. (2) Drug 1: C1=C(C(=O)NC(=O)N1)F. Drug 2: CCC1(C2=C(COC1=O)C(=O)N3CC4=CC5=C(C=CC(=C5CN(C)C)O)N=C4C3=C2)O.Cl. Cell line: SK-MEL-28. Synergy scores: CSS=30.1, Synergy_ZIP=2.91, Synergy_Bliss=2.82, Synergy_Loewe=2.89, Synergy_HSA=2.92. (3) Drug 1: C(CN)CNCCSP(=O)(O)O. Drug 2: COCCOC1=C(C=C2C(=C1)C(=NC=N2)NC3=CC=CC(=C3)C#C)OCCOC.Cl. Cell line: 786-0. Synergy scores: CSS=3.97, Synergy_ZIP=-1.26, Synergy_Bliss=0.250, Synergy_Loewe=-15.4, Synergy_HSA=-3.05. (4) Drug 1: CC1C(C(CC(O1)OC2CC(OC(C2O)C)OC3=CC4=CC5=C(C(=O)C(C(C5)C(C(=O)C(C(C)O)O)OC)OC6CC(C(C(O6)C)O)OC7CC(C(C(O7)C)O)OC8CC(C(C(O8)C)O)(C)O)C(=C4C(=C3C)O)O)O)O. Synergy scores: CSS=68.5, Synergy_ZIP=2.84, Synergy_Bliss=2.82, Synergy_Loewe=-1.39, Synergy_HSA=-0.556. Drug 2: CCC1(CC2CC(C3=C(CCN(C2)C1)C4=CC=CC=C4N3)(C5=C(C=C6C(=C5)C78CCN9C7C(C=CC9)(C(C(C8N6C)(C(=O)OC)O)OC(=O)C)CC)OC)C(=O)OC)O.OS(=O)(=O)O. Cell line: M14. (5) Drug 1: C1=CC(=CC=C1CCCC(=O)O)N(CCCl)CCCl. Drug 2: CCCCC(=O)OCC(=O)C1(CC(C2=C(C1)C(=C3C(=C2O)C(=O)C4=C(C3=O)C=CC=C4OC)O)OC5CC(C(C(O5)C)O)NC(=O)C(F)(F)F)O. Cell line: HT29. Synergy scores: CSS=11.2, Synergy_ZIP=-3.76, Synergy_Bliss=-0.683, Synergy_Loewe=-2.82, Synergy_HSA=-2.58. (6) Drug 2: C1CC(CNC1)C2=CC=C(C=C2)N3C=C4C=CC=C(C4=N3)C(=O)N. Synergy scores: CSS=33.1, Synergy_ZIP=1.83, Synergy_Bliss=1.22, Synergy_Loewe=-42.4, Synergy_HSA=1.76. Drug 1: CN(C)C(=N)N=C(N)N. Cell line: HCT116. (7) Synergy scores: CSS=41.2, Synergy_ZIP=-2.49, Synergy_Bliss=-1.54, Synergy_Loewe=1.44, Synergy_HSA=2.07. Cell line: DU-145. Drug 2: CC1C(C(CC(O1)OC2CC(CC3=C2C(=C4C(=C3O)C(=O)C5=C(C4=O)C(=CC=C5)OC)O)(C(=O)CO)O)N)O.Cl. Drug 1: CS(=O)(=O)C1=CC(=C(C=C1)C(=O)NC2=CC(=C(C=C2)Cl)C3=CC=CC=N3)Cl. (8) Synergy scores: CSS=16.0, Synergy_ZIP=0.288, Synergy_Bliss=5.49, Synergy_Loewe=3.41, Synergy_HSA=5.01. Drug 2: C1CCN(CC1)CCOC2=CC=C(C=C2)C(=O)C3=C(SC4=C3C=CC(=C4)O)C5=CC=C(C=C5)O. Drug 1: CNC(=O)C1=CC=CC=C1SC2=CC3=C(C=C2)C(=NN3)C=CC4=CC=CC=N4. Cell line: T-47D. (9) Drug 1: C1CC(=O)NC(=O)C1N2CC3=C(C2=O)C=CC=C3N. Drug 2: COC1=C2C(=CC3=C1OC=C3)C=CC(=O)O2. Cell line: KM12. Synergy scores: CSS=9.39, Synergy_ZIP=3.54, Synergy_Bliss=18.0, Synergy_Loewe=3.13, Synergy_HSA=3.43. (10) Drug 1: CCCS(=O)(=O)NC1=C(C(=C(C=C1)F)C(=O)C2=CNC3=C2C=C(C=N3)C4=CC=C(C=C4)Cl)F. Drug 2: C1C(C(OC1N2C=NC3=C(N=C(N=C32)Cl)N)CO)O. Cell line: HCC-2998. Synergy scores: CSS=6.18, Synergy_ZIP=6.67, Synergy_Bliss=10.4, Synergy_Loewe=-8.21, Synergy_HSA=-0.729.